From a dataset of Reaction yield outcomes from USPTO patents with 853,638 reactions. Predict the reaction yield, written as a fraction of the theoretical maximum amount of product (1.0 means a 100% yield; for example, 0.34 means a 34% yield). (1) The reactants are N12CCCN=C1CC[CH2:4][CH2:3][CH2:2]2.[NH2:12][C:13]1[CH:18]=[CH:17][C:16]([Br:19])=[CH:15][C:14]=1[OH:20].BrCC(OC)=[O:24]. The catalyst is CN1CCCC1=O.C(OCC)(=O)C. The product is [Br:19][C:16]1[CH:17]=[CH:18][C:13]2[NH:12][C:2](=[O:24])[CH:3]([CH3:4])[O:20][C:14]=2[CH:15]=1. The yield is 1.00. (2) The reactants are [CH3:1][C:2]1[CH:11]=[CH:10][CH:9]=[C:8]2[C:3]=1[C:4](=[O:46])[N:5]([C:32]1[CH:33]=[C:34](OS(C(F)(F)F)(=O)=O)[CH:35]=[CH:36][CH:37]=1)[C:6]([CH:12]([NH:14][C:15]1[N:23]=[CH:22][N:21]=[C:20]3[C:16]=1[N:17]=[CH:18][N:19]3[CH2:24][O:25][CH2:26][CH2:27][Si:28]([CH3:31])([CH3:30])[CH3:29])[CH3:13])=[N:7]2.C(N(CC)CC)C.[CH3:54][Si:55]([C:58]#[CH:59])([CH3:57])[CH3:56]. The catalyst is Cl[Pd](Cl)([P](C1C=CC=CC=1)(C1C=CC=CC=1)C1C=CC=CC=1)[P](C1C=CC=CC=1)(C1C=CC=CC=1)C1C=CC=CC=1.CN(C=O)C. The product is [CH3:1][C:2]1[CH:11]=[CH:10][CH:9]=[C:8]2[C:3]=1[C:4](=[O:46])[N:5]([C:32]1[CH:37]=[CH:36][CH:35]=[C:34]([C:59]#[C:58][Si:55]([CH3:57])([CH3:56])[CH3:54])[CH:33]=1)[C:6]([CH:12]([NH:14][C:15]1[N:23]=[CH:22][N:21]=[C:20]3[C:16]=1[N:17]=[CH:18][N:19]3[CH2:24][O:25][CH2:26][CH2:27][Si:28]([CH3:29])([CH3:31])[CH3:30])[CH3:13])=[N:7]2. The yield is 0.630. (3) The reactants are [O:1]=[C:2]1[C:10]2[C:5](=[CH:6][CH:7]=[C:8]([O:11][CH2:12][CH2:13][N:14]3[CH2:19][CH2:18][N:17](C(OC(C)(C)C)=O)[CH2:16][CH2:15]3)[CH:9]=2)[C:4]([C:27]2[CH:32]=[CH:31][CH:30]=[CH:29][CH:28]=2)=[C:3]1[C:33]1[CH:34]=[N:35][CH:36]=[CH:37][CH:38]=1.C(O)(C(F)(F)F)=O.[OH-].[Na+]. The catalyst is C(Cl)Cl. The product is [N:14]1([CH2:13][CH2:12][O:11][C:8]2[CH:9]=[C:10]3[C:5]([C:4]([C:27]4[CH:28]=[CH:29][CH:30]=[CH:31][CH:32]=4)=[C:3]([C:33]4[CH:34]=[N:35][CH:36]=[CH:37][CH:38]=4)[C:2]3=[O:1])=[CH:6][CH:7]=2)[CH2:15][CH2:16][NH:17][CH2:18][CH2:19]1. The yield is 0.750. (4) The reactants are [CH3:1][O:2][C:3]1[CH:25]=[CH:24][C:6]([CH2:7][N:8]2[C:17]3[C:12](=[N:13][CH:14]=[C:15]([N:18]4[CH2:21][C:20](=O)[CH2:19]4)[CH:16]=3)[CH:11]=[CH:10][C:9]2=[O:23])=[CH:5][CH:4]=1.[CH:26]([N:29]1[CH2:34][CH2:33][NH:32][CH2:31][CH2:30]1)([CH3:28])[CH3:27].[BH-](OC(C)=O)(OC(C)=O)OC(C)=O.[Na+]. The catalyst is C(Cl)Cl.C(O)(=O)C.O. The product is [CH3:1][O:2][C:3]1[CH:25]=[CH:24][C:6]([CH2:7][N:8]2[C:17]3[C:12](=[N:13][CH:14]=[C:15]([N:18]4[CH2:21][CH:20]([N:32]5[CH2:33][CH2:34][N:29]([CH:26]([CH3:28])[CH3:27])[CH2:30][CH2:31]5)[CH2:19]4)[CH:16]=3)[CH:11]=[CH:10][C:9]2=[O:23])=[CH:5][CH:4]=1. The yield is 0.723. (5) The yield is 0.770. No catalyst specified. The reactants are [Cl:1][C:2]1[CH:9]=[C:8]([O:10][CH2:11][CH2:12][CH2:13][O:14][CH3:15])[CH:7]=[C:6]([F:16])[C:3]=1[CH2:4][OH:5].[C:17]([O:21][C:22]([N:24]1[CH2:29][CH2:28][N:27]([C:30](Cl)=[O:31])[C@H:26]([CH2:33][CH3:34])[CH2:25]1)=[O:23])([CH3:20])([CH3:19])[CH3:18]. The product is [Cl:1][C:2]1[CH:9]=[C:8]([O:10][CH2:11][CH2:12][CH2:13][O:14][CH3:15])[CH:7]=[C:6]([F:16])[C:3]=1[CH2:4][O:5][C:30]([N:27]1[CH2:28][CH2:29][N:24]([C:22]([O:21][C:17]([CH3:19])([CH3:18])[CH3:20])=[O:23])[CH2:25][C@H:26]1[CH2:33][CH3:34])=[O:31]. (6) The reactants are [CH2:1]([N:3]([CH2:17][CH3:18])[C:4]([S:6][CH2:7][C:8]1([CH:16]=[CH:15][CH:14]=[CH:13][CH2:12]1)[C:9](O)=[O:10])=[S:5])[CH3:2].S(Cl)([Cl:21])=O. The catalyst is ClCCl. The product is [CH2:1]([N:3]([CH2:17][CH3:18])[C:4]([S:6][CH2:7][C:8]1([CH:16]=[CH:15][CH:14]=[CH:13][CH2:12]1)[C:9]([Cl:21])=[O:10])=[S:5])[CH3:2]. The yield is 1.00. (7) The reactants are [CH2:1]([C:5]1[N:9]([CH2:10][C:11]2[CH:16]=[CH:15][C:14]([C:17]3[C:18]([C:23]#[N:24])=[CH:19][CH:20]=[CH:21][CH:22]=3)=[CH:13][CH:12]=2)[C:8](=[O:25])[NH:7][N:6]=1)[CH2:2][CH2:3][CH3:4].CN(C)C=O.[H-].[Na+].Br[CH2:34][CH2:35][C:36]1[CH:41]=[CH:40][CH:39]=[CH:38][CH:37]=1. The catalyst is C(OCC)(=O)C. The product is [CH2:1]([C:5]1[N:9]([CH2:10][C:11]2[CH:16]=[CH:15][C:14]([C:17]3[C:18]([C:23]#[N:24])=[CH:19][CH:20]=[CH:21][CH:22]=3)=[CH:13][CH:12]=2)[C:8](=[O:25])[N:7]([CH2:34][CH2:35][C:36]2[CH:41]=[CH:40][CH:39]=[CH:38][CH:37]=2)[N:6]=1)[CH2:2][CH2:3][CH3:4]. The yield is 0.550.